From a dataset of Catalyst prediction with 721,799 reactions and 888 catalyst types from USPTO. Predict which catalyst facilitates the given reaction. (1) Reactant: [CH3:1][C:2]1([CH3:16])[CH2:11][CH2:10][C:9](=[O:12])[C:8]2[CH:7]=[C:6]([C:13]([OH:15])=[O:14])[CH:5]=[CH:4][C:3]1=2.CN([C:20]1[CH:25]=[CH:24][CH:23]=[CH:22]N=1)C.[C:26]([O:29][CH2:30][CH3:31])(=[O:28])[CH3:27]. Product: [CH2:30]([O:29][C:26](=[O:28])[C:27]1[CH:10]=[CH:11][C:2]([O:14][C:13]([C:6]2[CH:5]=[CH:4][C:3]3[C:2]([CH3:16])([CH3:1])[CH2:11][CH2:10][C:9](=[O:12])[C:8]=3[CH:7]=2)=[O:15])=[CH:3][CH:8]=1)[C:31]1[CH:20]=[CH:25][CH:24]=[CH:23][CH:22]=1. The catalyst class is: 9. (2) Reactant: [Br:1][C:2]1[CH:3]=[CH:4][C:5]([F:29])=[C:6]([C:8]([NH:22]S(C(C)(C)C)=O)([C:10]([F:21])([F:20])[CH2:11][O:12][Si](C(C)(C)C)(C)C)[CH3:9])[CH:7]=1. Product: [NH2:22][C:8]([C:6]1[CH:7]=[C:2]([Br:1])[CH:3]=[CH:4][C:5]=1[F:29])([CH3:9])[C:10]([F:20])([F:21])[CH2:11][OH:12]. The catalyst class is: 240. (3) Reactant: Br[C:2]1[S:3][CH:4]=[CH:5][C:6]=1[C:7]([NH2:9])=[O:8].[Cl:10][C:11]1[CH:16]=[CH:15][C:14](B(O)O)=[CH:13][C:12]=1[N+:20]([O-:22])=[O:21].C(=O)([O-])[O-].[Na+].[Na+]. Product: [Cl:10][C:11]1[CH:16]=[CH:15][C:14]([C:2]2[S:3][CH:4]=[CH:5][C:6]=2[C:7]([NH2:9])=[O:8])=[CH:13][C:12]=1[N+:20]([O-:22])=[O:21]. The catalyst class is: 38. (4) Reactant: [Br:1]N1C(=O)CCC1=O.[O:9]=[C:10]1[NH:19][C:18]2[C:13](=[CH:14][CH:15]=[CH:16][CH:17]=2)[N:12]2[CH2:20][CH2:21][N:22]([C:24]([O:26][CH2:27][C:28]3[CH:33]=[CH:32][CH:31]=[CH:30][CH:29]=3)=[O:25])[CH2:23][CH:11]12. Product: [Br:1][C:16]1[CH:17]=[C:18]2[C:13](=[CH:14][CH:15]=1)[N:12]1[CH2:20][CH2:21][N:22]([C:24]([O:26][CH2:27][C:28]3[CH:33]=[CH:32][CH:31]=[CH:30][CH:29]=3)=[O:25])[CH2:23][CH:11]1[C:10](=[O:9])[NH:19]2. The catalyst class is: 303. (5) Reactant: [C:1]1([CH2:7][CH2:8][C:9]([O:11][CH2:12][CH2:13]CC)=[O:10])[CH2:6][CH2:5][CH2:4][CH2:3][CH:2]=1.CS(O)(=O)=O.C([O-])([O-])=O.[Na+].[Na+]. Product: [C:1]1([CH2:7][CH2:8][C:9]([O:11][CH2:12][CH3:13])=[O:10])[CH2:6][CH2:5][CH2:4][CH2:3][CH:2]=1. The catalyst class is: 8. (6) Product: [S:1]([N:11]1[C:19]2[N:18]=[CH:17][C:16]3[N:15]([C:22]([NH2:24])=[CH:21][N:20]=3)[C:14]=2[CH:13]=[CH:12]1)([C:4]1[CH:10]=[CH:9][C:7]([CH3:8])=[CH:6][CH:5]=1)(=[O:3])=[O:2]. Reactant: [S:1]([N:11]1[C:19]2[C:14](=[N:15][C:16]([NH:20][CH2:21][C:22]([NH2:24])=O)=[CH:17][N:18]=2)[CH:13]=[CH:12]1)([C:4]1[CH:10]=[CH:9][C:7]([CH3:8])=[CH:6][CH:5]=1)(=[O:3])=[O:2].O=P(Cl)(Cl)Cl. The catalyst class is: 61. (7) Reactant: Cl.[NH2:2][C:3]1[C:12]2[N:13]=[C:14]([CH2:37][O:38][CH2:39][CH3:40])[N:15]([CH2:16][C:17]3([O:30][CH2:31][CH2:32][S:33]([CH3:36])(=[O:35])=[O:34])[CH2:22][CH2:21][N:20](C(OC(C)(C)C)=O)[CH2:19][CH2:18]3)[C:11]=2[C:10]2[CH:9]=[CH:8][CH:7]=[CH:6][C:5]=2[N:4]=1. Product: [CH2:39]([O:38][CH2:37][C:14]1[N:15]([CH2:16][C:17]2([O:30][CH2:31][CH2:32][S:33]([CH3:36])(=[O:35])=[O:34])[CH2:22][CH2:21][NH:20][CH2:19][CH2:18]2)[C:11]2[C:10]3[CH:9]=[CH:8][CH:7]=[CH:6][C:5]=3[N:4]=[C:3]([NH2:2])[C:12]=2[N:13]=1)[CH3:40]. The catalyst class is: 8. (8) Reactant: F[C:2]1[N:7]=[C:6]([NH2:8])[CH:5]=[CH:4][CH:3]=1.[CH3:9][CH:10]1[CH2:15][CH2:14][CH2:13][CH2:12][NH:11]1. Product: [CH3:9][CH:10]1[CH2:15][CH2:14][CH2:13][CH2:12][N:11]1[C:2]1[N:7]=[C:6]([NH2:8])[CH:5]=[CH:4][CH:3]=1. The catalyst class is: 6. (9) Reactant: [Br-].[C:2]([O:5][C@@H:6]1[C@@H:11]([O:12][C:13](=[O:15])[CH3:14])[C@@H:10]([O:16][C:17](=[O:19])[CH3:18])[C@@H:9]([CH2:20][O:21][C:22](=[O:24])[CH3:23])[O:8][C@H:7]1[S:25][C:26](N)=[NH2+])(=[O:4])[CH3:3].S(S([O-])=O)([O-])(=O)=O.[Na+].[Na+].C(=O)([O-])[O-].[K+].[K+].ClC[C:46]#[N:47]. Product: [C:2]([O:5][C@@H:6]1[C@@H:11]([O:12][C:13](=[O:15])[CH3:14])[C@@H:10]([O:16][C:17](=[O:19])[CH3:18])[C@@H:9]([CH2:20][O:21][C:22](=[O:24])[CH3:23])[O:8][C@H:7]1[S:25][CH2:26][C:46]#[N:47])(=[O:4])[CH3:3]. The catalyst class is: 95.